This data is from Reaction yield outcomes from USPTO patents with 853,638 reactions. The task is: Predict the reaction yield, written as a fraction of the theoretical maximum amount of product (1.0 means a 100% yield; for example, 0.34 means a 34% yield). (1) The reactants are [CH2:1]([N:8]1[CH2:13][CH2:12][C:11](=[O:14])[CH2:10][CH2:9]1)[C:2]1[CH:7]=[CH:6][CH:5]=[CH:4][CH:3]=1.[CH3:15][Li]. The catalyst is C(OCC)C. The product is [CH2:1]([N:8]1[CH2:13][CH2:12][C:11]([CH3:15])([OH:14])[CH2:10][CH2:9]1)[C:2]1[CH:3]=[CH:4][CH:5]=[CH:6][CH:7]=1. The yield is 0.830. (2) The reactants are [I-].ClC1C=CC=C[N+]=1C.[CH2:10]([O:12][C:13](=[O:23])[NH:14][C:15]([N:17]1[CH2:22][CH2:21][O:20][CH2:19][CH2:18]1)=S)[CH3:11].Cl.Cl.[NH2:26][CH:27]([CH2:40][CH:41]1[CH2:46][CH2:45][CH2:44][CH2:43][CH2:42]1)[C:28]([NH:30][C:31]1([C:38]#[N:39])[CH2:36][CH2:35][N:34]([CH3:37])[CH2:33][CH2:32]1)=[O:29].C(N(CC)C(C)C)(C)C. The catalyst is ClCCl.C(O)(=O)CC(CC(O)=O)(C(O)=O)O. The product is [CH2:10]([O:12][C:13](=[O:23])[N:14]=[C:15]([NH:26][CH:27]([C:28](=[O:29])[NH:30][C:31]1([C:38]#[N:39])[CH2:32][CH2:33][N:34]([CH3:37])[CH2:35][CH2:36]1)[CH2:40][CH:41]1[CH2:46][CH2:45][CH2:44][CH2:43][CH2:42]1)[N:17]1[CH2:22][CH2:21][O:20][CH2:19][CH2:18]1)[CH3:11]. The yield is 0.260. (3) The reactants are [CH3:1][O:2][C:3]([C@H:5]1[N:9]2[C:10](=[O:29])[CH:11]=[C:12]([CH2:22][CH2:23][CH2:24][CH2:25][CH2:26][CH2:27][CH3:28])[C:13]([C:14]3[CH:19]=[CH:18][C:17]([F:20])=[C:16]([F:21])[CH:15]=3)=[C:8]2S[CH2:6]1)=[O:4]. The catalyst is CO.[Ni]. The product is [CH3:1][O:2][C:3](=[O:4])[C@@H:5]([N:9]1[CH:8]=[C:13]([C:14]2[CH:19]=[CH:18][C:17]([F:20])=[C:16]([F:21])[CH:15]=2)[C:12]([CH2:22][CH2:23][CH2:24][CH2:25][CH2:26][CH2:27][CH3:28])=[CH:11][C:10]1=[O:29])[CH3:6]. The yield is 0.950. (4) The reactants are [S:1]1[C:6]2[CH:7]=[CH:8][C:9]([CH2:11][OH:12])=[CH:10][C:5]=2[NH:4][CH2:3][CH2:2]1.COC(C1C=CC2SCC(=O)NC=2C=1)=O.[H-].[H-].[H-].[H-].[Li+].[Al+3].[OH-].[Na+]. The catalyst is CCOCC.O. The product is [S:1]1[C:6]2[CH:7]=[CH:8][C:9]([CH:11]=[O:12])=[CH:10][C:5]=2[NH:4][CH2:3][CH2:2]1. The yield is 0.580. (5) The reactants are [CH3:1][O:2][C:3]1[CH:8]=[CH:7][C:6]([CH:9]2[C:17]3[C:12](=[CH:13][CH:14]=[CH:15][CH:16]=3)[CH:11]([C:18]3[CH:23]=[CH:22][C:21]4[O:24][CH2:25][O:26][C:20]=4[CH:19]=3)[CH:10]2[C:27]([O:29]CC)=[O:28])=[CH:5][CH:4]=1.COC1C=CC(C2C3C(=CC=CC=3)C(C3C=CC4OCOC=4C=3)=C2C(OCC)=O)=CC=1. The catalyst is CCO.[Pd]. The product is [CH3:1][O:2][C:3]1[CH:8]=[CH:7][C:6]([CH:9]2[C:17]3[C:12](=[CH:13][CH:14]=[CH:15][CH:16]=3)[CH:11]([C:18]3[CH:23]=[CH:22][C:21]4[O:24][CH2:25][O:26][C:20]=4[CH:19]=3)[CH:10]2[C:27]([OH:29])=[O:28])=[CH:5][CH:4]=1. The yield is 0.950. (6) The catalyst is C(Cl)(Cl)Cl. The reactants are [N:1]1[CH:6]=[CH:5][N:4]=[CH:3][C:2]=1[N:7]1[CH2:12][CH2:11][N:10]([C:13]([O:15][C:16]([CH3:19])([CH3:18])[CH3:17])=[O:14])[CH2:9][CH2:8]1.[Br:20]N1C(=O)CCC1=O. The product is [Br:20][C:5]1[N:4]=[CH:3][C:2]([N:7]2[CH2:8][CH2:9][N:10]([C:13]([O:15][C:16]([CH3:19])([CH3:18])[CH3:17])=[O:14])[CH2:11][CH2:12]2)=[N:1][CH:6]=1. The yield is 0.540. (7) The reactants are [CH3:1][C:2]1([C:8]([NH:10][C:11]2[CH:16]=[C:15]([O:17][CH:18]3[CH2:27][CH2:26][C:25]4[CH:24]=[C:23]([C:28]([O:30][CH3:31])=[O:29])[CH:22]=[CH:21][C:20]=4[CH2:19]3)[CH:14]=[CH:13][N:12]=2)=[O:9])[CH2:7][CH2:6][NH:5][CH2:4][CH2:3]1.Cl.[CH2:33](N(CC)CC)[CH3:34].ICC. The catalyst is C(Cl)Cl.CO.C(Cl)Cl. The product is [CH2:33]([N:5]1[CH2:4][CH2:3][C:2]([C:8]([NH:10][C:11]2[CH:16]=[C:15]([O:17][CH:18]3[CH2:27][CH2:26][C:25]4[CH:24]=[C:23]([C:28]([O:30][CH3:31])=[O:29])[CH:22]=[CH:21][C:20]=4[CH2:19]3)[CH:14]=[CH:13][N:12]=2)=[O:9])([CH3:1])[CH2:7][CH2:6]1)[CH3:34]. The yield is 0.460.